This data is from Catalyst prediction with 721,799 reactions and 888 catalyst types from USPTO. The task is: Predict which catalyst facilitates the given reaction. (1) Reactant: C[O:2][C:3]1[CH:8]=[C:7]([O:9][CH3:10])[CH:6]=[CH:5][C:4]=1[C:11](=[O:21])[CH2:12][C:13]1[CH:18]=[CH:17][C:16]([O:19][CH3:20])=[CH:15][CH:14]=1.[I-].[Na+].O.O.O.O.O.O.O.[Cl-].[Ce+3].[Cl-].[Cl-].C(OCC)(=O)C. Product: [OH:2][C:3]1[CH:8]=[C:7]([O:9][CH3:10])[CH:6]=[CH:5][C:4]=1[C:11](=[O:21])[CH2:12][C:13]1[CH:18]=[CH:17][C:16]([O:19][CH3:20])=[CH:15][CH:14]=1. The catalyst class is: 47. (2) Reactant: [NH2:1][C:2]1[N:10]=[C:9]([O:11][CH2:12][CH2:13][O:14][CH3:15])[N:8]=[C:7]2[C:3]=1[N:4]=[C:5]([O:25]C)[N:6]2[CH2:16][C:17]1[CH:18]=[C:19]([CH2:23][OH:24])[CH:20]=[CH:21][CH:22]=1.O1CCOCC1.C(O)(C(F)(F)F)=O.N. Product: [OH:24][CH2:23][C:19]1[CH:18]=[C:17]([CH:22]=[CH:21][CH:20]=1)[CH2:16][N:6]1[C:5]([OH:25])=[N:4][C:3]2[C:7]1=[N:8][C:9]([O:11][CH2:12][CH2:13][O:14][CH3:15])=[N:10][C:2]=2[NH2:1]. The catalyst class is: 24. (3) Reactant: COC1C=CC2C3C=C4C=CC(OC)=CC4=C(O)C=3CC=2C=1.[CH3:23][O:24][C:25]1[CH:45]=[CH:44][C:28]2[C:29]3[C:38]([CH2:39][CH2:40][C:27]=2[CH:26]=1)=[C:37]([OH:41])[C:36]1[C:31](=[CH:32][CH:33]=[C:34]([O:42][CH3:43])[CH:35]=1)[CH:30]=3.[Cl:46]C1C(=O)C(Cl)=C(Cl)C(Cl)(Cl)C=1Cl.O. The catalyst class is: 3. Product: [CH3:23][O:24][C:25]1[CH:45]=[CH:44][C:28]2[C:29]3[C:38]([CH2:39][CH2:40][C:27]=2[CH:26]=1)=[C:37]([OH:41])[C:36]1[C:31](=[CH:32][CH:33]=[C:34]([O:42][CH3:43])[CH:35]=1)[CH:30]=3.[Cl:46][C:30]1[C:31]2[C:36]([C:37]([OH:41])=[C:38]3[C:29]=1[C:28]1[CH:44]=[CH:45][C:25]([O:24][CH3:23])=[CH:26][C:27]=1[CH2:40][CH2:39]3)=[CH:35][C:34]([O:42][CH3:43])=[CH:33][CH:32]=2. (4) Reactant: [N:1]([CH2:4][CH2:5][O:6][C:7]1[CH:8]=[C:9]2[C:13](=[CH:14][CH:15]=1)[NH:12][N:11]=[C:10]2[S:16]([C:19]1[C:28]2[C:23](=[CH:24][CH:25]=[CH:26][CH:27]=2)[CH:22]=[CH:21][CH:20]=1)(=[O:18])=[O:17])=[N+]=[N-]. Product: [C:19]1([S:16]([C:10]2[C:9]3[C:13](=[CH:14][CH:15]=[C:7]([O:6][CH2:5][CH2:4][NH2:1])[CH:8]=3)[NH:12][N:11]=2)(=[O:17])=[O:18])[C:28]2[C:23](=[CH:24][CH:25]=[CH:26][CH:27]=2)[CH:22]=[CH:21][CH:20]=1. The catalyst class is: 29. (5) The catalyst class is: 119. Product: [F:26][C:25]([F:28])([F:27])[S:22]([O:14][C:10]1[N:9]=[C:8]([CH2:1][C:2]2[CH:3]=[CH:4][CH:5]=[CH:6][CH:7]=2)[CH:13]=[CH:12][CH:11]=1)(=[O:24])=[O:23]. Reactant: [CH2:1]([C:8]1[CH:13]=[CH:12][CH:11]=[C:10]([OH:14])[N:9]=1)[C:2]1[CH:7]=[CH:6][CH:5]=[CH:4][CH:3]=1.C1C=CC(N([S:22]([C:25]([F:28])([F:27])[F:26])(=[O:24])=[O:23])[S:22]([C:25]([F:28])([F:27])[F:26])(=[O:24])=[O:23])=CC=1.C(N(CC)CC)C.